From a dataset of Full USPTO retrosynthesis dataset with 1.9M reactions from patents (1976-2016). Predict the reactants needed to synthesize the given product. (1) Given the product [C:37]([N:40]1[CH2:45][CH2:44][N:43]([CH2:2][C:3]2[CH:4]=[C:5]([CH:34]=[CH:35][CH:36]=2)[C:6]([O:8][C:9]2[CH:10]=[CH:11][C:12]3[C:18]4[C:19]([O:27][CH3:28])=[C:20]([O:25][CH3:26])[C:21]([O:23][CH3:24])=[CH:22][C:17]=4[CH2:16][CH2:15][C@H:14]([NH:29][C:30](=[O:32])[CH3:31])[C:13]=3[CH:33]=2)=[O:7])[CH2:42][CH2:41]1)(=[O:39])[CH3:38], predict the reactants needed to synthesize it. The reactants are: Cl[CH2:2][C:3]1[CH:4]=[C:5]([CH:34]=[CH:35][CH:36]=1)[C:6]([O:8][C:9]1[CH:10]=[CH:11][C:12]2[C:18]3[C:19]([O:27][CH3:28])=[C:20]([O:25][CH3:26])[C:21]([O:23][CH3:24])=[CH:22][C:17]=3[CH2:16][CH2:15][C@H:14]([NH:29][C:30](=[O:32])[CH3:31])[C:13]=2[CH:33]=1)=[O:7].[C:37]([N:40]1[CH2:45][CH2:44][NH:43][CH2:42][CH2:41]1)(=[O:39])[CH3:38].[I-].[Na+]. (2) Given the product [Br:35][CH2:11]/[CH:10]=[CH:9]/[C:6]1[CH:7]=[CH:8][C:3]([C:2]([F:14])([F:13])[F:1])=[CH:4][CH:5]=1, predict the reactants needed to synthesize it. The reactants are: [F:1][C:2]([F:14])([F:13])[C:3]1[CH:8]=[CH:7][C:6](/[CH:9]=[CH:10]/[CH2:11]O)=[CH:5][CH:4]=1.C1(P(C2C=CC=CC=2)C2C=CC=CC=2)C=CC=CC=1.C(Br)(Br)(Br)[Br:35].O. (3) The reactants are: CS(O[CH2:6][C@H:7]1[CH2:12][CH2:11][CH2:10][CH2:9][C@@H:8]1[NH:13][C:14](=[O:20])[O:15][C:16]([CH3:19])([CH3:18])[CH3:17])(=O)=O.[N-:21]=[N+:22]=[N-:23].[Na+]. Given the product [N:21]([CH2:6][C@H:7]1[CH2:12][CH2:11][CH2:10][CH2:9][C@@H:8]1[NH:13][C:14](=[O:20])[O:15][C:16]([CH3:19])([CH3:18])[CH3:17])=[N+:22]=[N-:23], predict the reactants needed to synthesize it. (4) Given the product [CH3:11][C:12]1([CH3:18])[CH2:17][CH2:16][N:15]([C:2]2[CH:7]=[CH:6][CH:5]=[C:4]([N+:8]([O-:10])=[O:9])[CH:3]=2)[CH2:14][CH2:13]1.[F:1][C:2]1[CH:7]=[CH:6][CH:5]=[C:4]([N+:8]([O-:10])=[O:9])[CH:3]=1, predict the reactants needed to synthesize it. The reactants are: [F:1][C:2]1[CH:7]=[CH:6][CH:5]=[C:4]([N+:8]([O-:10])=[O:9])[CH:3]=1.[CH3:11][C:12]1([CH3:18])[CH2:17][CH2:16][NH:15][CH2:14][CH2:13]1.C(=O)([O-])[O-].[K+].[K+].O. (5) The reactants are: [C:1]([O:6][CH:7]([O:9][CH2:10][CH3:11])[CH3:8])(=[O:5])[C:2]([CH3:4])=[CH2:3].[C:12]([O:17][CH2:18][C:19]1([CH2:23][CH3:24])[CH2:22][O:21][CH2:20]1)(=[O:16])[C:13]([CH3:15])=[CH2:14].[C:25]([O:30][CH2:31][C:32]1[CH:37]=[CH:36][CH:35]=[CH:34][CH:33]=1)(=[O:29])[C:26]([CH3:28])=[CH2:27].N(C(C)(CC)C([O-])=O)=NC(C)(CC)C([O-])=O. Given the product [C:1]([O:6][CH:7]([O:9][CH2:10][CH3:11])[CH3:8])(=[O:5])[C:2]([CH3:4])=[CH2:3].[C:12]([O:17][CH2:18][C:19]1([CH2:23][CH3:24])[CH2:20][O:21][CH2:22]1)(=[O:16])[C:13]([CH3:15])=[CH2:14].[C:25]([O:30][CH2:31][C:32]1[CH:33]=[CH:34][CH:35]=[CH:36][CH:37]=1)(=[O:29])[C:26]([CH3:28])=[CH2:27], predict the reactants needed to synthesize it. (6) Given the product [Cl:26][C:23]1[CH:24]=[CH:25][C:20](/[CH:19]=[CH:18]/[C:17]([N:16]2[CH:14]3[CH2:15][NH:8][CH2:9][CH:10]2[CH2:11][N:12]([CH2:33][C:34]2[CH:35]=[CH:36][C:37]([F:40])=[CH:38][CH:39]=2)[CH2:13]3)=[O:32])=[C:21]([NH:27][S:28]([CH3:31])(=[O:30])=[O:29])[CH:22]=1, predict the reactants needed to synthesize it. The reactants are: C(OC([N:8]1[CH2:15][CH:14]2[N:16]([C:17](=[O:32])/[CH:18]=[CH:19]/[C:20]3[CH:25]=[CH:24][C:23]([Cl:26])=[CH:22][C:21]=3[NH:27][S:28]([CH3:31])(=[O:30])=[O:29])[CH:10]([CH2:11][N:12]([CH2:33][C:34]3[CH:39]=[CH:38][C:37]([F:40])=[CH:36][CH:35]=3)[CH2:13]2)[CH2:9]1)=O)(C)(C)C.C([O-])([O-])=O.[Na+].[Na+]. (7) Given the product [CH3:1][C:2]1[NH:3][C:4]2[C:9]([C:10]=1[CH3:11])=[CH:8][C:7]([C:12]([OH:14])=[O:13])=[CH:6][CH:5]=2, predict the reactants needed to synthesize it. The reactants are: [CH3:1][C:2]1[NH:3][C:4]2[C:9]([C:10]=1[CH3:11])=[CH:8][C:7]([C:12]([O:14]CC)=[O:13])=[CH:6][CH:5]=2.[OH-].[Na+]. (8) Given the product [CH3:1][O:2][C:3](=[O:25])[CH2:4][C:5]1[CH:10]=[C:9]([Br:11])[C:8]([O:12][C:13]2[CH:14]=[C:15]([CH:21]([CH3:23])[CH3:22])[C:16]([O:19][CH3:20])=[CH:17][C:18]=2[C:30](=[O:31])[C:29]2[CH:28]=[C:27]([F:26])[CH:35]=[C:34]([F:36])[CH:33]=2)=[C:7]([Br:24])[CH:6]=1, predict the reactants needed to synthesize it. The reactants are: [CH3:1][O:2][C:3](=[O:25])[CH2:4][C:5]1[CH:10]=[C:9]([Br:11])[C:8]([O:12][C:13]2[CH:18]=[CH:17][C:16]([O:19][CH3:20])=[C:15]([CH:21]([CH3:23])[CH3:22])[CH:14]=2)=[C:7]([Br:24])[CH:6]=1.[F:26][C:27]1[CH:28]=[C:29]([CH:33]=[C:34]([F:36])[CH:35]=1)[C:30](Cl)=[O:31]. (9) Given the product [F:10][C:5]1[C:6]([CH:8]=[O:9])=[CH:7][C:2]([C:16]2[CH:17]=[N:18][C:13]([C:12]([F:23])([F:22])[F:11])=[CH:14][CH:15]=2)=[N:3][CH:4]=1, predict the reactants needed to synthesize it. The reactants are: Br[C:2]1[CH:7]=[C:6]([CH:8]=[O:9])[C:5]([F:10])=[CH:4][N:3]=1.[F:11][C:12]([F:23])([F:22])[C:13]1[N:18]=[CH:17][C:16](B(O)O)=[CH:15][CH:14]=1.C(Cl)Cl.C([O-])([O-])=O.[Cs+].[Cs+]. (10) Given the product [CH2:1]([O:8][C:9]1[C:14]([N:15]([CH2:20][CH3:21])[S:16]([CH3:19])(=[O:18])=[O:17])=[CH:13][N:12]2[N:22]=[C:23]([C:28]3[CH:29]=[CH:30][C:31]([F:34])=[CH:32][CH:33]=3)[C:24]([C:25]([NH:37][CH3:36])=[O:26])=[C:11]2[CH:10]=1)[C:2]1[CH:7]=[CH:6][CH:5]=[CH:4][CH:3]=1, predict the reactants needed to synthesize it. The reactants are: [CH2:1]([O:8][C:9]1[C:14]([N:15]([CH2:20][CH3:21])[S:16]([CH3:19])(=[O:18])=[O:17])=[CH:13][N:12]2[N:22]=[C:23]([C:28]3[CH:33]=[CH:32][C:31]([F:34])=[CH:30][CH:29]=3)[C:24]([C:25](O)=[O:26])=[C:11]2[CH:10]=1)[C:2]1[CH:7]=[CH:6][CH:5]=[CH:4][CH:3]=1.C[CH2:36][N:37]=C=NCCCN(C)C.Cl.C1C=CC2N(O)N=NC=2C=1.CCN(C(C)C)C(C)C.CN.